Dataset: Reaction yield outcomes from USPTO patents with 853,638 reactions. Task: Predict the reaction yield, written as a fraction of the theoretical maximum amount of product (1.0 means a 100% yield; for example, 0.34 means a 34% yield). (1) The reactants are [NH2:1][C:2]1[CH:3]=[CH:4][C:5]([F:12])=[C:6]([CH:11]=1)[C:7]([O:9][CH3:10])=[O:8].[F:13][C:14]1[CH:19]=[CH:18][CH:17]=[C:16]([F:20])[C:15]=1[S:21](Cl)(=[O:23])=[O:22]. No catalyst specified. The product is [F:13][C:14]1[CH:19]=[CH:18][CH:17]=[C:16]([F:20])[C:15]=1[S:21]([NH:1][C:2]1[CH:3]=[CH:4][C:5]([F:12])=[C:6]([CH:11]=1)[C:7]([O:9][CH3:10])=[O:8])(=[O:23])=[O:22]. The yield is 1.00. (2) The reactants are [F:1][C:2]([F:29])([F:28])[C:3]1[CH:27]=[CH:26][CH:25]=[CH:24][C:4]=1[C:5]([N:7]1[CH2:11][C:10]2[CH2:12][N:13]([C:15]3[CH:23]=[CH:22][C:18]([C:19]([OH:21])=O)=[CH:17][N:16]=3)[CH2:14][C:9]=2[CH2:8]1)=[O:6].[CH:30]1([CH2:33][NH2:34])[CH2:32][CH2:31]1. No catalyst specified. The product is [CH:30]1([CH2:33][NH:34][C:19](=[O:21])[C:18]2[CH:22]=[CH:23][C:15]([N:13]3[CH2:12][C:10]4[CH2:11][N:7]([C:5](=[O:6])[C:4]5[CH:24]=[CH:25][CH:26]=[CH:27][C:3]=5[C:2]([F:1])([F:28])[F:29])[CH2:8][C:9]=4[CH2:14]3)=[N:16][CH:17]=2)[CH2:32][CH2:31]1. The yield is 0.770. (3) The reactants are I[C:2]1[C:11](=[O:12])[C:10]2[C:9]3[CH:13]=[CH:14][CH:15]=[CH:16][C:8]=3[CH:7]=[CH:6][C:5]=2[S:4][C:3]=1[CH3:17].[C:18]1(B(O)O)[CH:23]=[CH:22][CH:21]=[CH:20][CH:19]=1.C(=O)([O-])[O-].[K+].[K+]. The catalyst is CN(C)C=O.O.[Pd].ClP(Cl)(C1C=CC=CC=1)(C1C=CC=CC=1)C1C=CC=CC=1. The product is [CH3:17][C:3]1[S:4][C:5]2[CH:6]=[CH:7][C:8]3[CH:16]=[CH:15][CH:14]=[CH:13][C:9]=3[C:10]=2[C:11](=[O:12])[C:2]=1[C:18]1[CH:23]=[CH:22][CH:21]=[CH:20][CH:19]=1. The yield is 0.930. (4) The reactants are [Cl:1][C:2]1[CH:7]=[CH:6][C:5]([O:8][C:9]2[CH:14]=[CH:13][C:12]([CH2:15][N:16]([CH3:20])[C:17]([NH2:19])=[NH:18])=[CH:11][CH:10]=2)=[CH:4][C:3]=1[C:21]([F:24])([F:23])[F:22].[OH:25]/[CH:26]=[C:27](/[CH2:32][C:33]1[CH:34]=[N:35][C:36]([O:39][CH3:40])=[N:37][CH:38]=1)\[C:28](OC)=O.C([O-])([O-])=O.[K+].[K+]. The catalyst is CN1C(=O)CCC1. The product is [Cl:1][C:2]1[CH:7]=[CH:6][C:5]([O:8][C:9]2[CH:14]=[CH:13][C:12]([CH2:15][N:16]([CH3:20])[C:17]3[NH:19][CH:28]=[C:27]([CH2:32][C:33]4[CH:34]=[N:35][C:36]([O:39][CH3:40])=[N:37][CH:38]=4)[C:26](=[O:25])[N:18]=3)=[CH:11][CH:10]=2)=[CH:4][C:3]=1[C:21]([F:22])([F:23])[F:24]. The yield is 0.0880. (5) The reactants are [CH3:1][O:2][C:3]1[CH:4]=[C:5]([C:11]([CH:13]([OH:16])[CH:14]=[CH2:15])=[CH2:12])[CH:6]=[CH:7][C:8]=1[O:9][CH3:10]. The catalyst is O=[Mn]=O. The product is [CH3:1][O:2][C:3]1[CH:4]=[C:5]([C:11]([C:13](=[O:16])[CH:14]=[CH2:15])=[CH2:12])[CH:6]=[CH:7][C:8]=1[O:9][CH3:10]. The yield is 0.560. (6) The product is [C:1]([C:4]1[O:8][C:7]2[C:9]([O:18][C:1](=[O:3])[CH2:4][CH2:5][CH2:6][CH2:24][CH3:25])=[C:10]3[C:15](=[C:16]([O:17][C:42](=[O:41])[CH2:43][CH2:44][CH2:45][CH2:46][CH3:47])[C:6]=2[CH:5]=1)[CH:14]=[CH:13][CH:12]=[CH:11]3)(=[O:3])[CH3:2]. The reactants are [C:1]([C:4]1[O:8][C:7]2[C:9](=[O:18])[C:10]3[C:15]([C:16](=[O:17])[C:6]=2[CH:5]=1)=[CH:14][CH:13]=[CH:12][CH:11]=3)(=[O:3])[CH3:2].C(N([CH2:24][CH3:25])CC)C.S(S([O-])=O)([O-])=O.[Na+].[Na+].C([O:41][C:42](=O)[CH2:43][CH2:44][CH2:45][CH2:46][CH3:47])(=O)CCCCC. The catalyst is [Br-].C([N+](CCCC)(CCCC)CCCC)CCC.[Zn]. The yield is 0.461. (7) The reactants are [NH:1]1[C:9]2[C:4](=[CH:5][CH:6]=[CH:7][C:8]=2[C:10]([OH:12])=O)[CH:3]=[CH:2]1.CN(C(ON1N=NC2C=CC=CC1=2)=[N+](C)C)C.[B-](F)(F)(F)F.C(N(CC)C(C)C)(C)C.[C:44]([C:48]1[CH:68]=[CH:67][C:51]([CH2:52][NH:53][CH2:54][CH2:55][C:56]2[CH:61]=[CH:60][CH:59]=[C:58]([C:62]([F:65])([F:64])[F:63])[C:57]=2[F:66])=[CH:50][CH:49]=1)([CH3:47])([CH3:46])[CH3:45]. The catalyst is CN(C=O)C.O. The product is [C:44]([C:48]1[CH:68]=[CH:67][C:51]([CH2:52][N:53]([CH2:54][CH2:55][C:56]2[CH:61]=[CH:60][CH:59]=[C:58]([C:62]([F:65])([F:63])[F:64])[C:57]=2[F:66])[C:10]([C:8]2[CH:7]=[CH:6][CH:5]=[C:4]3[C:9]=2[NH:1][CH:2]=[CH:3]3)=[O:12])=[CH:50][CH:49]=1)([CH3:47])([CH3:45])[CH3:46]. The yield is 0.730.